This data is from Peptide-MHC class I binding affinity with 185,985 pairs from IEDB/IMGT. The task is: Regression. Given a peptide amino acid sequence and an MHC pseudo amino acid sequence, predict their binding affinity value. This is MHC class I binding data. (1) The peptide sequence is RGINDRNFW. The MHC is HLA-A11:01 with pseudo-sequence HLA-A11:01. The binding affinity (normalized) is 0.0847. (2) The peptide sequence is RPPGCTFPA. The MHC is HLA-B07:02 with pseudo-sequence HLA-B07:02. The binding affinity (normalized) is 0.447. (3) The peptide sequence is RLLNLSGVN. The MHC is HLA-A02:01 with pseudo-sequence HLA-A02:01. The binding affinity (normalized) is 0.0764. (4) The peptide sequence is CRTLLSRVY. The MHC is Mamu-B03 with pseudo-sequence Mamu-B03. The binding affinity (normalized) is 0.199. (5) The peptide sequence is WTALMFAAY. The MHC is HLA-A30:01 with pseudo-sequence HLA-A30:01. The binding affinity (normalized) is 0.0847.